From a dataset of Forward reaction prediction with 1.9M reactions from USPTO patents (1976-2016). Predict the product of the given reaction. Given the reactants [CH3:1][C:2]1[CH:7]=[C:6]([C:8]2[CH:9]=[N:10][N:11]([CH3:13])[CH:12]=2)[CH:5]=[CH:4][C:3]=1[C:14]1[CH:15]=[N:16][CH:17]=[C:18]2[C:23]=1[N:22]=[C:21](O)[CH:20]=[CH:19]2.O=P(Cl)(Cl)[Cl:27].CN(C=O)C, predict the reaction product. The product is: [Cl:27][C:21]1[CH:20]=[CH:19][C:18]2[C:23](=[C:14]([C:3]3[CH:4]=[CH:5][C:6]([C:8]4[CH:9]=[N:10][N:11]([CH3:13])[CH:12]=4)=[CH:7][C:2]=3[CH3:1])[CH:15]=[N:16][CH:17]=2)[N:22]=1.